Dataset: Full USPTO retrosynthesis dataset with 1.9M reactions from patents (1976-2016). Task: Predict the reactants needed to synthesize the given product. (1) Given the product [CH:12]1([N:8]([CH2:1][CH:2]2[CH2:7][CH2:6][CH2:5][O:22][CH2:3]2)[C:9]([Cl:11])=[O:10])[CH2:14][CH2:13]1, predict the reactants needed to synthesize it. The reactants are: [CH2:1]([N:8]([CH:12]1[CH2:14][CH2:13]1)[C:9]([Cl:11])=[O:10])[C:2]1[CH:7]=[CH:6][CH:5]=C[CH:3]=1.C1(NCC2CCC[O:22]C2)CC1.C(NCC1CC1)C1C=CC=CC=1. (2) Given the product [C:2]([C:6]1[CH:7]=[C:8]([C@@H:12]([NH:14][C:28]([C:24]2[CH:23]=[C:22]3[C:27](=[CH:26][CH:25]=2)[N:19]([CH2:18][C:17]2[CH:33]=[C:34]([CH:35]=[CH:36][C:16]=2[Cl:15])[O:37][C@@H:38]([CH3:43])[C:39]([O:41][CH3:42])=[O:40])[C:20]([CH3:32])=[C:21]3[CH3:31])=[O:29])[CH3:13])[CH:9]=[CH:10][CH:11]=1)([CH3:5])([CH3:3])[CH3:4], predict the reactants needed to synthesize it. The reactants are: Cl.[C:2]([C:6]1[CH:7]=[C:8]([C@@H:12]([NH2:14])[CH3:13])[CH:9]=[CH:10][CH:11]=1)([CH3:5])([CH3:4])[CH3:3].[Cl:15][C:16]1[CH:36]=[CH:35][C:34]([O:37][C@@H:38]([CH3:43])[C:39]([O:41][CH3:42])=[O:40])=[CH:33][C:17]=1[CH2:18][N:19]1[C:27]2[C:22](=[CH:23][C:24]([C:28](O)=[O:29])=[CH:25][CH:26]=2)[C:21]([CH3:31])=[C:20]1[CH3:32]. (3) Given the product [CH:1]1([CH2:4][CH2:5][O:6][C:7]2[CH:8]=[CH:9][C:10]([N:13]3[C:18](=[O:19])[C:17]4[NH:20][CH:21]=[CH:22][C:16]=4[N:15]=[C:14]3[S:23][CH2:25][CH2:26][O:27][CH2:28][CH2:29][O:30][CH2:31][CH3:32])=[CH:11][CH:12]=2)[CH2:3][CH2:2]1, predict the reactants needed to synthesize it. The reactants are: [CH:1]1([CH2:4][CH2:5][O:6][C:7]2[CH:12]=[CH:11][C:10]([N:13]3[C:18](=[O:19])[C:17]4[NH:20][CH:21]=[CH:22][C:16]=4[NH:15][C:14]3=[S:23])=[CH:9][CH:8]=2)[CH2:3][CH2:2]1.Br[CH2:25][CH2:26][O:27][CH2:28][CH2:29][O:30][CH2:31][CH3:32].[I-].[Na+].C(=O)([O-])O.[Na+]. (4) Given the product [C:35]([O:34][C:32]([N:21]([C:32]([O:34][C:35]([CH3:38])([CH3:37])[CH3:36])=[O:33])[C:19](=[O:20])[C:18]1[CH:22]=[C:23]([N:26]2[CH2:30][CH2:29][CH2:28][C:27]2=[O:31])[CH:24]=[CH:25][C:17]=1[C:15]([N:12]1[CH2:11][CH2:10][N:9]([C:3]2[C:2]([CH3:1])=[CH:7][C:6]([CH3:8])=[CH:5][N:4]=2)[CH2:14][CH2:13]1)=[O:16])=[O:33])([CH3:38])([CH3:37])[CH3:36], predict the reactants needed to synthesize it. The reactants are: [CH3:1][C:2]1[C:3]([N:9]2[CH2:14][CH2:13][N:12]([C:15]([C:17]3[CH:25]=[CH:24][C:23]([N:26]4[CH2:30][CH2:29][CH2:28][C:27]4=[O:31])=[CH:22][C:18]=3[C:19]([NH2:21])=[O:20])=[O:16])[CH2:11][CH2:10]2)=[N:4][CH:5]=[C:6]([CH3:8])[CH:7]=1.[C:32](O[C:32]([O:34][C:35]([CH3:38])([CH3:37])[CH3:36])=[O:33])([O:34][C:35]([CH3:38])([CH3:37])[CH3:36])=[O:33]. (5) Given the product [CH3:34][N:35]([CH3:40])[S:36]([N:13]1[CH2:14][C:5]2[CH:4]=[C:3]([Cl:2])[CH:26]=[CH:25][C:6]=2[N:7]2[C:11](=[N:10][N:9]=[C:8]2[C@H:15]2[CH2:16][CH2:17][C@H:18]([O:21][CH:22]([CH3:24])[CH3:23])[CH2:19][CH2:20]2)[CH2:12]1)(=[O:38])=[O:37], predict the reactants needed to synthesize it. The reactants are: Cl.[Cl:2][C:3]1[CH:26]=[CH:25][C:6]2[N:7]3[C:11]([CH2:12][NH:13][CH2:14][C:5]=2[CH:4]=1)=[N:10][N:9]=[C:8]3[C@H:15]1[CH2:20][CH2:19][C@H:18]([O:21][CH:22]([CH3:24])[CH3:23])[CH2:17][CH2:16]1.C(N(CC)CC)C.[CH3:34][N:35]([CH3:40])[S:36](Cl)(=[O:38])=[O:37]. (6) Given the product [NH2:10][C:7]1[N:6]=[CH:5][C:4]([CH2:3][OH:2])=[CH:9][CH:8]=1, predict the reactants needed to synthesize it. The reactants are: C[O:2][C:3](=O)[C:4]1[CH:9]=[CH:8][C:7]([NH2:10])=[N:6][CH:5]=1.O.O.O.O.O.O.O.[Cl-].[Ce+3].[Cl-].[Cl-].[BH4-].[Li+].